Dataset: Forward reaction prediction with 1.9M reactions from USPTO patents (1976-2016). Task: Predict the product of the given reaction. (1) The product is: [F:36][C:37]1[CH:42]=[CH:41][C:40]([CH2:43][C:44]2[O:34][N:33]=[C:32]([C:16]3[CH:17]=[C:18]4[C:13](=[CH:14][CH:15]=3)[C:12](=[O:35])[N:11]([C:8]3[CH:9]=[CH:10][C:5]([F:4])=[CH:6][CH:7]=3)[C:20]([CH2:21][CH2:22][CH2:23][CH2:24][C:25]([O:27][C:28]([CH3:29])([CH3:30])[CH3:31])=[O:26])=[CH:19]4)[CH:45]=2)=[CH:39][CH:38]=1. Given the reactants Cl[O-].[Na+].[F:4][C:5]1[CH:10]=[CH:9][C:8]([N:11]2[C:20]([CH2:21][CH2:22][CH2:23][CH2:24][C:25]([O:27][C:28]([CH3:31])([CH3:30])[CH3:29])=[O:26])=[CH:19][C:18]3[C:13](=[CH:14][CH:15]=[C:16]([CH:32]=[N:33][OH:34])[CH:17]=3)[C:12]2=[O:35])=[CH:7][CH:6]=1.[F:36][C:37]1[CH:42]=[CH:41][C:40]([CH2:43][C:44]#[CH:45])=[CH:39][CH:38]=1, predict the reaction product. (2) Given the reactants [Cl:1][C:2]1[N:7]=[CH:6][N:5]=[C:4](O)[C:3]=1[CH3:9].[CH3:10][O:11][C:12]1[CH:18]=[CH:17][C:15]([NH2:16])=[CH:14][CH:13]=1, predict the reaction product. The product is: [Cl:1][C:2]1[N:7]=[CH:6][N:5]=[C:4]([NH:16][C:15]2[CH:17]=[CH:18][C:12]([O:11][CH3:10])=[CH:13][CH:14]=2)[C:3]=1[CH3:9].